Dataset: Catalyst prediction with 721,799 reactions and 888 catalyst types from USPTO. Task: Predict which catalyst facilitates the given reaction. (1) Reactant: [CH3:1][C:2]1[C:6]([CH3:7])=[C:5]([NH:8][C:9](=[O:16])OCC(Cl)(Cl)Cl)[O:4][N:3]=1.[F:17][C:18]([F:37])([F:36])[C:19]1[CH:20]=[C:21]([C:25]2[N:26]=[C:27]([N:30]3[CH2:35][CH2:34][NH:33][CH2:32][CH2:31]3)[S:28][CH:29]=2)[CH:22]=[CH:23][CH:24]=1.C(N(C(C)C)CC)(C)C.O. Product: [CH3:1][C:2]1[C:6]([CH3:7])=[C:5]([NH:8][C:9]([N:33]2[CH2:34][CH2:35][N:30]([C:27]3[S:28][CH:29]=[C:25]([C:21]4[CH:22]=[CH:23][CH:24]=[C:19]([C:18]([F:37])([F:17])[F:36])[CH:20]=4)[N:26]=3)[CH2:31][CH2:32]2)=[O:16])[O:4][N:3]=1. The catalyst class is: 16. (2) Reactant: CC1(C)CO[C:5]2([CH2:9][C@@H:8]([C:10]([O:12][CH2:13][C:14]3[CH:19]=[CH:18][CH:17]=[CH:16][CH:15]=3)=[O:11])[CH2:7][CH2:6]2)[O:4]C1.Cl. Product: [O:4]=[C:5]1[CH2:6][CH2:7][C@H:8]([C:10]([O:12][CH2:13][C:14]2[CH:15]=[CH:16][CH:17]=[CH:18][CH:19]=2)=[O:11])[CH2:9]1. The catalyst class is: 8. (3) Reactant: [NH2:1][C:2]1[CH:7]=[CH:6][CH:5]=[CH:4][CH:3]=1.[CH3:8][C:9]([CH3:40])([CH3:39])[CH2:10][NH:11][C:12]([C:14]1[CH:19]=[CH:18][C:17]([C:20]2[C:25]([CH3:26])=[C:24]([F:27])[CH:23]=[C:22]([C:28](O)=[O:29])[CH:21]=2)=[C:16]([C:31]([NH:33][C:34]2[S:35][CH:36]=[CH:37][N:38]=2)=[O:32])[CH:15]=1)=[O:13].Cl.CN(C)CCCN=C=NCC. Product: [CH3:8][C:9]([CH3:40])([CH3:39])[CH2:10][NH:11][C:12]([C:14]1[CH:15]=[C:16]([C:31]([NH:33][C:34]2[S:35][CH:36]=[CH:37][N:38]=2)=[O:32])[C:17]([C:20]2[C:25]([CH3:26])=[C:24]([F:27])[CH:23]=[C:22]([C:28]([NH:1][C:2]3[CH:7]=[CH:6][CH:5]=[CH:4][CH:3]=3)=[O:29])[CH:21]=2)=[CH:18][CH:19]=1)=[O:13]. The catalyst class is: 119. (4) Reactant: [CH3:1][C:2]1[C:7]([CH2:8][OH:9])=[CH:6][CH:5]=[CH:4][C:3]=1[C:10]1[C:15]([CH3:16])=[CH:14][CH:13]=[CH:12][C:11]=1[CH3:17].C(N(CC)CC)C.[CH3:25][S:26](Cl)(=[O:28])=[O:27]. Product: [CH3:25][S:26]([O:9][CH2:8][C:7]1[C:2]([CH3:1])=[C:3]([C:10]2[C:15]([CH3:16])=[CH:14][CH:13]=[CH:12][C:11]=2[CH3:17])[CH:4]=[CH:5][CH:6]=1)(=[O:28])=[O:27]. The catalyst class is: 4. (5) Reactant: [C:1]([C:5]1[N:6]=[C:7]([NH:10][C:11]([C:13]2[CH:59]=[CH:58][N:16]3[C:17](=[O:57])[C:18](/[CH:41]=[CH:42]/[C:43]4[N:47](CC5C=CC(OC)=CC=5)[N:46]=[N:45][N:44]=4)=[C:19]([N:21]4[CH2:26][CH2:25][CH2:24][C@@H:23]([O:27][C:28]([NH:30][CH2:31][CH2:32][CH2:33][N+:34]([CH2:37][C:38]([OH:40])=[O:39])([CH3:36])[CH3:35])=[O:29])[CH2:22]4)[N:20]=[C:15]3[CH:14]=2)=[O:12])[S:8][CH:9]=1)([CH3:4])([CH3:3])[CH3:2].[F:60][C:61]([F:66])([F:65])[C:62]([OH:64])=[O:63]. Product: [F:60][C:61]([F:66])([F:65])[C:62]([OH:64])=[O:63].[C:1]([C:5]1[N:6]=[C:7]([NH:10][C:11]([C:13]2[CH:59]=[CH:58][N:16]3[C:17](=[O:57])[C:18](/[CH:41]=[CH:42]/[C:43]4[NH:47][N:46]=[N:45][N:44]=4)=[C:19]([N:21]4[CH2:26][CH2:25][CH2:24][C@@H:23]([O:27][C:28]([NH:30][CH2:31][CH2:32][CH2:33][N+:34]([CH2:37][C:38]([OH:40])=[O:39])([CH3:36])[CH3:35])=[O:29])[CH2:22]4)[N:20]=[C:15]3[CH:14]=2)=[O:12])[S:8][CH:9]=1)([CH3:4])([CH3:2])[CH3:3]. The catalyst class is: 520.